Dataset: Reaction yield outcomes from USPTO patents with 853,638 reactions. Task: Predict the reaction yield, written as a fraction of the theoretical maximum amount of product (1.0 means a 100% yield; for example, 0.34 means a 34% yield). (1) The reactants are [C:1]1([NH:7][CH2:8][C:9]([O:11][CH2:12][CH3:13])=[O:10])[CH:6]=[CH:5][CH:4]=[CH:3][CH:2]=1.I[CH3:15]. The catalyst is C1(C)C=CC=CC=1.CCOC(C)=O. The product is [CH3:15][N:7]([C:1]1[CH:6]=[CH:5][CH:4]=[CH:3][CH:2]=1)[CH2:8][C:9]([O:11][CH2:12][CH3:13])=[O:10]. The yield is 1.00. (2) The reactants are [Cl:1][C:2]1[CH:7]=[CH:6][C:5]([CH2:8][C:9]([NH:11][C:12]2[CH:13]=[C:14]([C:18]([C:20]3[C:28]4[CH:27]=[N:26][CH:25]=[N:24][C:23]=4[N:22]([CH2:29][C:30]([O:32]C)=[O:31])[CH:21]=3)=[O:19])[CH:15]=[N:16][CH:17]=2)=[O:10])=[CH:4][CH:3]=1.[OH-].[K+:35]. The catalyst is CO. The product is [K+:35].[Cl:1][C:2]1[CH:7]=[CH:6][C:5]([CH2:8][C:9]([NH:11][C:12]2[CH:13]=[C:14]([C:18]([C:20]3[C:28]4[CH:27]=[N:26][CH:25]=[N:24][C:23]=4[N:22]([CH2:29][C:30]([O-:32])=[O:31])[CH:21]=3)=[O:19])[CH:15]=[N:16][CH:17]=2)=[O:10])=[CH:4][CH:3]=1. The yield is 0.990. (3) The reactants are C[O:2][C:3](=[O:26])[C:4]1[CH:9]=[CH:8][C:7]([NH:10][C:11]([NH:13][C:14]2[CH:19]=[N:18][C:17]([CH3:20])=[CH:16][N:15]=2)=[O:12])=[C:6]([O:21][C:22]([F:25])([F:24])[F:23])[CH:5]=1.CO.O.[OH-].[Li+]. The yield is 0.780. The product is [CH3:20][C:17]1[N:18]=[CH:19][C:14]([NH:13][C:11](=[O:12])[NH:10][C:7]2[CH:8]=[CH:9][C:4]([C:3]([OH:26])=[O:2])=[CH:5][C:6]=2[O:21][C:22]([F:25])([F:23])[F:24])=[N:15][CH:16]=1. The catalyst is O. (4) The reactants are [C:1]([O-:4])([O-])=O.[Cs+].[Cs+].F[C:8]1[CH:23]=[CH:22][C:21]([C:24]([F:27])([F:26])[F:25])=[CH:20][C:9]=1[C:10]([NH:12][C:13]1[CH:18]=[CH:17][NH:16][C:15](=[O:19])[CH:14]=1)=[O:11].[F:28][C:29]1[CH:34]=[CH:33][C:32]([OH:35])=[CH:31][C:30]=1OC. The catalyst is CN(C=O)C. The product is [F:28][C:29]1[CH:34]=[CH:33][C:32]([O:35][C:8]2[CH:23]=[CH:22][C:21]([C:24]([F:27])([F:26])[F:25])=[CH:20][C:9]=2[C:10]([NH:12][C:13]2[CH:18]=[CH:17][NH:16][C:15](=[O:19])[CH:14]=2)=[O:11])=[C:31]([O:4][CH3:1])[CH:30]=1. The yield is 0.800.